Dataset: Reaction yield outcomes from USPTO patents with 853,638 reactions. Task: Predict the reaction yield, written as a fraction of the theoretical maximum amount of product (1.0 means a 100% yield; for example, 0.34 means a 34% yield). (1) The reactants are [N:1]1[CH:6]=[CH:5][C:4]([C:7]2[CH2:11][O:10][C:9](=[O:12])[C:8]=2[C:13]2[CH:18]=[CH:17][C:16]([O:19][CH2:20][C:21]3[CH:30]=[CH:29][C:28]4[C:23](=[CH:24][CH:25]=[CH:26][CH:27]=4)[N:22]=3)=[CH:15][CH:14]=2)=[CH:3][CH:2]=1.[CH3:31][NH2:32]. The catalyst is CO. The product is [OH:10][CH2:11]/[C:7](/[C:4]1[CH:3]=[CH:2][N:1]=[CH:6][CH:5]=1)=[C:8](/[C:13]1[CH:18]=[CH:17][C:16]([O:19][CH2:20][C:21]2[CH:30]=[CH:29][C:28]3[C:23](=[CH:24][CH:25]=[CH:26][CH:27]=3)[N:22]=2)=[CH:15][CH:14]=1)\[C:9]([NH:32][CH3:31])=[O:12]. The yield is 0.860. (2) The reactants are C1(C)C=CC(S([O-])(=O)=O)=CC=1.[NH+]1C=CC=CC=1.[F:18][C:19]1[C:20]([C:44]2[CH:49]=[CH:48][CH:47]=[CH:46][CH:45]=2)=[CH:21][C:22](=[O:43])[N:23]([CH2:25][CH2:26][C@@:27]([CH3:42])([S:38]([CH3:41])(=[O:40])=[O:39])[C:28]([NH:30][O:31]C2CCCCO2)=[O:29])[CH:24]=1. The catalyst is C(O)C. The product is [F:18][C:19]1[C:20]([C:44]2[CH:49]=[CH:48][CH:47]=[CH:46][CH:45]=2)=[CH:21][C:22](=[O:43])[N:23]([CH2:25][CH2:26][C@@:27]([CH3:42])([S:38]([CH3:41])(=[O:39])=[O:40])[C:28]([NH:30][OH:31])=[O:29])[CH:24]=1. The yield is 0.764. (3) The yield is 0.990. The product is [CH3:1][CH2:2][CH2:3][N:4]1[C@H:9]([C:10]([NH:12][C:13]2[C:18]([CH3:19])=[CH:17][CH:16]=[CH:15][C:14]=2[CH3:20])=[O:11])[CH2:8][CH2:7][CH2:6][CH2:5]1.[ClH:25]. The reactants are [CH3:1][CH2:2][CH2:3][N:4]1[C@H:9]([C:10]([NH:12][C:13]2[C:14]([CH3:20])=[CH:15][CH:16]=[CH:17][C:18]=2[CH3:19])=[O:11])[CH2:8][CH2:7][CH2:6][CH2:5]1.CC(O)C.[ClH:25]. The catalyst is CC(CC(C)=O)C.